This data is from Reaction yield outcomes from USPTO patents with 853,638 reactions. The task is: Predict the reaction yield, written as a fraction of the theoretical maximum amount of product (1.0 means a 100% yield; for example, 0.34 means a 34% yield). (1) The reactants are [CH3:1][CH:2]([CH2:4][CH:5]([N:17]([CH3:19])[CH3:18])[C:6]1([C:10]2[CH:11]=[CH:12][C:13]([Cl:16])=[CH:14][CH:15]=2)[CH2:9][CH2:8][CH2:7]1)[CH3:3].[C:20]([OH:26])(=[O:25])[CH2:21][C:22]([OH:24])=[O:23]. The catalyst is C(OCC)(=O)C. The product is [CH3:3][CH:2]([CH2:4][CH:5]([N:17]([CH3:18])[CH3:19])[C:6]1([C:10]2[CH:11]=[CH:12][C:13]([Cl:16])=[CH:14][CH:15]=2)[CH2:7][CH2:8][CH2:9]1)[CH3:1].[C:20]([O-:26])(=[O:25])[CH2:21][C:22]([O-:24])=[O:23]. The yield is 0.926. (2) The reactants are [Br:1][C:2]1[CH:3]=[C:4]2[C:9](=[CH:10][CH:11]=1)[N:8]=[CH:7][C:6]([C:12](=[O:14])[CH3:13])=[C:5]2Cl.Cl.Cl.[CH3:18][N:19]([CH3:30])[CH:20]1[C:28]2[C:23](=[CH:24][C:25]([NH2:29])=[CH:26][CH:27]=2)[CH2:22][CH2:21]1. No catalyst specified. The product is [Br:1][C:2]1[CH:3]=[C:4]2[C:9](=[CH:10][CH:11]=1)[N:8]=[CH:7][C:6]([C:12](=[O:14])[CH3:13])=[C:5]2[NH:29][C:25]1[CH:24]=[C:23]2[C:28](=[CH:27][CH:26]=1)[CH:20]([N:19]([CH3:30])[CH3:18])[CH2:21][CH2:22]2. The yield is 0.0550.